Task: Predict the reaction yield, written as a fraction of the theoretical maximum amount of product (1.0 means a 100% yield; for example, 0.34 means a 34% yield).. Dataset: Reaction yield outcomes from USPTO patents with 853,638 reactions (1) The reactants are [CH2:1]([O:3][C:4]([CH:6]1[CH2:11][CH2:10][NH:9][CH2:8][CH2:7]1)=[O:5])[CH3:2].[CH2:12](Cl)[C:13]1[CH:18]=[CH:17][CH:16]=[CH:15][CH:14]=1.C(=O)([O-])[O-].[K+].[K+]. The catalyst is C(O)C.C(OCC)(=O)C.O. The product is [CH2:1]([O:3][C:4]([CH:6]1[CH2:11][CH2:10][N:9]([CH2:12][C:13]2[CH:18]=[CH:17][CH:16]=[CH:15][CH:14]=2)[CH2:8][CH2:7]1)=[O:5])[CH3:2]. The yield is 0.640. (2) The reactants are [CH3:1][C:2]1[CH:22]=[CH:21][C:5]([C:6]([NH:8][C:9]2[S:10][C:11]3[CH:17]=[CH:16][C:15]([N+:18]([O-:20])=[O:19])=[CH:14][C:12]=3[N:13]=2)=[O:7])=[CH:4][CH:3]=1.Br[CH:24]([CH2:29][CH3:30])[C:25]([O:27]C)=[O:26].CC1C=CC(C(NC2SC3C=C(C)C=CC=3N=2)=O)=CC=1.BrC(CC)C(OCC)=O. No catalyst specified. The product is [CH3:1][C:2]1[CH:3]=[CH:4][C:5]([C:6]([N:8]=[C:9]2[N:13]([CH:24]([CH2:29][CH3:30])[C:25]([OH:27])=[O:26])[C:12]3[CH:14]=[C:15]([N+:18]([O-:20])=[O:19])[CH:16]=[CH:17][C:11]=3[S:10]2)=[O:7])=[CH:21][CH:22]=1. The yield is 0.790. (3) The reactants are I(O)(=O)(=O)=[O:2].[CH:6]1([C@@H:9]2[C:16]3[CH:15]=[N:14][NH:13][C:12]=3[CH2:11][N:10]2[S:17]([C:20]2[CH:25]=[CH:24][C:23]([C:26]([F:29])([F:28])[F:27])=[CH:22][CH:21]=2)(=[O:19])=[O:18])[CH2:8][CH2:7]1. The catalyst is CC#N.[O-2].[Cr+3].[O-2].[O-2].[Cr+3]. The product is [CH:6]1([C@@H:9]2[C:16]3[CH:15]=[N:14][NH:13][C:12]=3[C:11](=[O:2])[N:10]2[S:17]([C:20]2[CH:25]=[CH:24][C:23]([C:26]([F:27])([F:28])[F:29])=[CH:22][CH:21]=2)(=[O:19])=[O:18])[CH2:7][CH2:8]1. The yield is 0.280. (4) The reactants are [CH3:1][O:2][C:3]1([C:8]([NH2:10])=[O:9])[CH2:7][CH2:6][CH2:5][CH2:4]1.[Li+].C[Si]([N-][Si](C)(C)C)(C)C.Cl[C:22]([O:24][C:25]([CH3:27])=[CH2:26])=[O:23]. The catalyst is C1COCC1. The product is [CH3:1][O:2][C:3]1([C:8]([NH:10][C:22](=[O:23])[O:24][C:25]([CH3:27])=[CH2:26])=[O:9])[CH2:7][CH2:6][CH2:5][CH2:4]1. The yield is 1.05. (5) The reactants are [CH:1]([N:4]1[CH2:14][CH:13]2[CH2:15][CH:6]([C:7]3[C:12]2=[CH:11][C:10]([N+:16]([O-])=O)=[CH:9][CH:8]=3)[CH2:5]1)([CH3:3])[CH3:2].[H][H]. The catalyst is CCO.[Pd]. The product is [CH:1]([N:4]1[CH2:14][CH:13]2[CH2:15][CH:6]([C:7]3[C:12]2=[CH:11][C:10]([NH2:16])=[CH:9][CH:8]=3)[CH2:5]1)([CH3:3])[CH3:2]. The yield is 0.980. (6) The reactants are [C:1]1([C:7]2[CH:12]=[C:11]([CH:13]3[CH2:18][CH2:17][N:16]([CH2:19][CH2:20][N:21]4[CH2:26][CH2:25][O:24][CH2:23][CH2:22]4)[CH2:15][CH2:14]3)[CH:10]=[CH:9][C:8]=2[NH:27][C:28]([C:30]2[N:31](COCC[Si](C)(C)C)[CH:32]=[C:33]([C:35]#[N:36])[N:34]=2)=[O:29])[CH2:6][CH2:5][CH2:4][CH2:3][CH:2]=1.[C:45]([OH:51])([C:47]([F:50])([F:49])[F:48])=[O:46]. The catalyst is C(Cl)Cl.CCO. The product is [F:48][C:47]([F:50])([F:49])[C:45]([OH:51])=[O:46].[C:1]1([C:7]2[CH:12]=[C:11]([CH:13]3[CH2:18][CH2:17][N:16]([CH2:19][CH2:20][N:21]4[CH2:26][CH2:25][O:24][CH2:23][CH2:22]4)[CH2:15][CH2:14]3)[CH:10]=[CH:9][C:8]=2[NH:27][C:28]([C:30]2[NH:31][CH:32]=[C:33]([C:35]#[N:36])[N:34]=2)=[O:29])[CH2:6][CH2:5][CH2:4][CH2:3][CH:2]=1. The yield is 0.800. (7) The catalyst is C(Cl)Cl.CO.O. The reactants are [F:1][C:2]1[CH:3]=[CH:4][C:5]([NH:8][NH2:9])=[N:6][CH:7]=1.[C:10]([N:17]1[CH2:22][CH2:21][CH2:20][C@H:19]([C:23](O)=[O:24])[CH2:18]1)([O:12][C:13]([CH3:16])([CH3:15])[CH3:14])=[O:11].C1C=CC2N(O)N=NC=2C=1.C(Cl)CCl. The yield is 0.950. The product is [C:13]([O:12][C:10]([N:17]1[CH2:22][CH2:21][CH2:20][C@H:19]([C:23]([NH:9][NH:8][C:5]2[CH:4]=[CH:3][C:2]([F:1])=[CH:7][N:6]=2)=[O:24])[CH2:18]1)=[O:11])([CH3:16])([CH3:15])[CH3:14].